This data is from Forward reaction prediction with 1.9M reactions from USPTO patents (1976-2016). The task is: Predict the product of the given reaction. Given the reactants C([O:8][CH2:9][CH:10]([C:12]1[CH:13]=[CH:14][C:15]([C:28]2[C:29]([N:48]([CH3:53])[S:49]([CH3:52])(=[O:51])=[O:50])=[CH:30][C:31]3[O:35][C:34]([C:36]4[CH:41]=[CH:40][C:39]([F:42])=[CH:38][CH:37]=4)=[C:33]([C:43]([NH:45][CH3:46])=[O:44])[C:32]=3[CH:47]=2)=[N:16][C:17]=1[C:18]1[NH:19][C:20]2[C:25]([CH:26]=1)=[C:24]([F:27])[CH:23]=[CH:22][CH:21]=2)[F:11])C1C=CC=CC=1, predict the reaction product. The product is: [F:27][C:24]1[CH:23]=[CH:22][CH:21]=[C:20]2[C:25]=1[CH:26]=[C:18]([C:17]1[N:16]=[C:15]([C:28]3[C:29]([N:48]([CH3:53])[S:49]([CH3:52])(=[O:51])=[O:50])=[CH:30][C:31]4[O:35][C:34]([C:36]5[CH:37]=[CH:38][C:39]([F:42])=[CH:40][CH:41]=5)=[C:33]([C:43]([NH:45][CH3:46])=[O:44])[C:32]=4[CH:47]=3)[CH:14]=[CH:13][C:12]=1[CH:10]([F:11])[CH2:9][OH:8])[NH:19]2.